This data is from Reaction yield outcomes from USPTO patents with 853,638 reactions. The task is: Predict the reaction yield, written as a fraction of the theoretical maximum amount of product (1.0 means a 100% yield; for example, 0.34 means a 34% yield). The reactants are [NH:1]([C:3]1[CH:8]=[C:7]([C:9]([F:12])([F:11])[F:10])[CH:6]=[C:5]([O:13][CH3:14])[N:4]=1)[NH2:2].[C:15]1([CH2:21][CH:22]=O)[CH:20]=[CH:19][CH:18]=[CH:17][CH:16]=1. The catalyst is C1(C)C=CC=CC=1. The product is [CH3:14][O:13][C:5]1[CH:6]=[C:7]([C:9]([F:12])([F:10])[F:11])[CH:8]=[C:3]([NH:1][N:2]=[CH:22][CH2:21][C:15]2[CH:20]=[CH:19][CH:18]=[CH:17][CH:16]=2)[N:4]=1. The yield is 0.630.